Dataset: Full USPTO retrosynthesis dataset with 1.9M reactions from patents (1976-2016). Task: Predict the reactants needed to synthesize the given product. (1) Given the product [Br:1][C:2]1[CH:3]=[C:4]2[C:9](=[CH:10][CH:11]=1)[C:8](=[O:12])[NH:7][C:6](=[O:13])/[C:5]/2=[CH:14]\[NH:28][C:25]1[CH:24]=[CH:23][C:22]([S:21][CH2:20][CH2:19][N:18]([CH3:29])[CH3:17])=[CH:27][CH:26]=1, predict the reactants needed to synthesize it. The reactants are: [Br:1][C:2]1[CH:3]=[C:4]2[C:9](=[CH:10][CH:11]=1)[C:8](=[O:12])[NH:7][C:6](=[O:13])/[C:5]/2=[CH:14]/OC.[CH3:17][N:18]([CH3:29])[CH2:19][CH2:20][S:21][C:22]1[CH:27]=[CH:26][C:25]([NH2:28])=[CH:24][CH:23]=1.C(N(CC)CC)C. (2) Given the product [CH3:57][N:54]1[C:55](=[O:56])[C:50]([N:74]2[CH2:79][CH2:78][O:77][CH2:76][CH2:75]2)=[C:51]2[C:60](=[O:61])[N:59]([CH2:62][CH2:63][C:64]3[N:68]([CH3:69])[C:67]4[CH:70]=[CH:71][CH:72]=[CH:73][C:66]=4[N:65]=3)[CH2:58][C:52]2=[CH:53]1, predict the reactants needed to synthesize it. The reactants are: CC1(C)C2C(=C(P(C3C=CC=CC=3)C3C=CC=CC=3)C=CC=2)OC2C(P(C3C=CC=CC=3)C3C=CC=CC=3)=CC=CC1=2.C([O-])([O-])=O.[Cs+].[Cs+].Cl[C:50]1[C:55](=[O:56])[N:54]([CH3:57])[CH:53]=[C:52]2[CH2:58][N:59]([CH2:62][CH2:63][C:64]3[N:68]([CH3:69])[C:67]4[CH:70]=[CH:71][CH:72]=[CH:73][C:66]=4[N:65]=3)[C:60](=[O:61])[C:51]=12.[NH:74]1[CH2:79][CH2:78][O:77][CH2:76][CH2:75]1.